Dataset: Full USPTO retrosynthesis dataset with 1.9M reactions from patents (1976-2016). Task: Predict the reactants needed to synthesize the given product. (1) Given the product [Br:1][C:2]1[CH:7]=[CH:6][C:5]([S:8]([N:11]([CH2:13][C:14]2[S:15][CH:16]=[C:17]([C:19]([OH:21])=[O:20])[N:18]=2)[CH3:12])(=[O:10])=[O:9])=[CH:4][CH:3]=1, predict the reactants needed to synthesize it. The reactants are: [Br:1][C:2]1[CH:7]=[CH:6][C:5]([S:8]([N:11]([CH2:13][C:14]2[S:15][CH:16]=[C:17]([C:19]([O:21]CC)=[O:20])[N:18]=2)[CH3:12])(=[O:10])=[O:9])=[CH:4][CH:3]=1.[OH-].[Li+]. (2) Given the product [O:9]1[CH:10]=[CH:11][C:7]([CH2:6][C@@H:2]([C:3]([O:5][C:25]([CH3:29])([CH3:26])[CH3:24])=[O:4])[CH2:33][OH:34])=[CH:8]1, predict the reactants needed to synthesize it. The reactants are: N[C@H:2]([CH2:6][C:7]1[CH:11]=[CH:10][O:9][CH:8]=1)[C:3]([OH:5])=[O:4].C(OC(N[C@H]([CH2:24][C:25]1[CH:29]=CO[CH:26]=1)C(O)=O)=O)(C)(C)C.CN1CC[O:34][CH2:33]C1.C(OC(Cl)=O)C(C)C. (3) Given the product [OH:2][C:3]1[CH:8]=[CH:7][C:6]([C:9]2[C:17]3[O:16][CH:15]=[CH:14][C:13]=3[CH:12]=[C:11]([CH:18]=[O:19])[CH:10]=2)=[CH:5][CH:4]=1, predict the reactants needed to synthesize it. The reactants are: C[O:2][C:3]1[CH:8]=[CH:7][C:6]([C:9]2[C:17]3[O:16][CH:15]=[CH:14][C:13]=3[CH:12]=[C:11]([CH:18]=[O:19])[CH:10]=2)=[CH:5][CH:4]=1.Cl.N1C=CC=CC=1. (4) Given the product [CH2:13]([O:15][C:16]1[CH:17]=[C:18]([CH:35]=[CH:36][CH:37]=1)[CH2:19][N:20]1[C:24]2=[N:25][CH:26]=[N:27][C:28]([N:29]3[CH2:30][CH2:31][N:32]([C:6](=[O:8])[C:5]4[CH:4]=[CH:3][C:2]([OH:1])=[CH:10][CH:9]=4)[CH2:33][CH2:34]3)=[C:23]2[CH:22]=[N:21]1)[CH3:14], predict the reactants needed to synthesize it. The reactants are: [OH:1][C:2]1[CH:10]=[CH:9][C:5]([C:6]([OH:8])=O)=[CH:4][CH:3]=1.Cl.Cl.[CH2:13]([O:15][C:16]1[CH:17]=[C:18]([CH:35]=[CH:36][CH:37]=1)[CH2:19][N:20]1[C:24]2=[N:25][CH:26]=[N:27][C:28]([N:29]3[CH2:34][CH2:33][NH:32][CH2:31][CH2:30]3)=[C:23]2[CH:22]=[N:21]1)[CH3:14].ON1C2C=CC=CC=2N=N1.Cl.C(N=C=NCCCN(C)C)C.C(=O)([O-])O.[Na+]. (5) Given the product [Cl:1][C:2]1[CH:7]=[C:6]([C:8]([F:9])([F:11])[F:10])[CH:5]=[CH:4][C:3]=1[S:12]([NH:15][C:16]1[CH:21]=[C:20]([Cl:22])[C:19]([O:23][C:28]2[S:29][C:30]3[CH:36]=[C:35]([N+:37]([O-:39])=[O:38])[CH:34]=[CH:33][C:31]=3[N:32]=2)=[C:18]([Cl:24])[CH:17]=1)(=[O:13])=[O:14], predict the reactants needed to synthesize it. The reactants are: [Cl:1][C:2]1[CH:7]=[C:6]([C:8]([F:11])([F:10])[F:9])[CH:5]=[CH:4][C:3]=1[S:12]([NH:15][C:16]1[CH:21]=[C:20]([Cl:22])[C:19]([OH:23])=[C:18]([Cl:24])[CH:17]=1)(=[O:14])=[O:13].[H-].[Na+].Cl[C:28]1[S:29][C:30]2[CH:36]=[C:35]([N+:37]([O-:39])=[O:38])[CH:34]=[CH:33][C:31]=2[N:32]=1. (6) Given the product [CH3:1][O:2][C:3]1[CH:8]=[C:7]([NH2:9])[CH:6]=[CH:5][C:4]=1[N:12]1[CH2:16][CH2:15][C@@H:14]([O:17][Si:18]([CH:22]([CH3:24])[CH3:23])([CH:25]([CH3:27])[CH3:26])[CH:19]([CH3:21])[CH3:20])[CH2:13]1, predict the reactants needed to synthesize it. The reactants are: [CH3:1][O:2][C:3]1[CH:8]=[C:7]([N+:9]([O-])=O)[CH:6]=[CH:5][C:4]=1[N:12]1[CH2:16][CH2:15][C@@H:14]([O:17][Si:18]([CH:25]([CH3:27])[CH3:26])([CH:22]([CH3:24])[CH3:23])[CH:19]([CH3:21])[CH3:20])[CH2:13]1. (7) Given the product [CH3:33][N:34]([CH3:38])[CH2:35][CH2:36][N:14]([C:15]1[C:20]([CH3:21])=[CH:19][C:18]([CH3:22])=[C:17]([N:23]2[CH2:24][CH2:25][CH2:26][CH2:27][CH2:28]2)[C:16]=1[CH3:29])[S:11]([C:4]1[CH:5]=[C:6]([CH3:10])[CH:7]=[C:8]([CH3:9])[C:3]=1[O:2][CH3:1])(=[O:12])=[O:13], predict the reactants needed to synthesize it. The reactants are: [CH3:1][O:2][C:3]1[C:8]([CH3:9])=[CH:7][C:6]([CH3:10])=[CH:5][C:4]=1[S:11]([NH:14][C:15]1[C:20]([CH3:21])=[CH:19][C:18]([CH3:22])=[C:17]([N:23]2[CH2:28][CH2:27][CH2:26][CH2:25][CH2:24]2)[C:16]=1[CH3:29])(=[O:13])=[O:12].[H-].[Na+].Cl.[CH3:33][N:34]([CH3:38])[CH2:35][CH2:36]Cl.[O-][Si]([O-])=O.[Mg+2]. (8) The reactants are: C(O[NH:9][CH2:10][CH:11]([CH2:15][CH2:16][CH2:17][CH2:18][CH3:19])[C:12]([OH:14])=[O:13])C1C=CC=CC=1.[C:20]([O:23][C:24](=O)[CH3:25])(=[O:22])C. Given the product [CH2:24]([O:23][C:20]([NH:9][CH2:10][CH:11]([CH2:15][CH2:16][CH2:17][CH2:18][CH3:19])[C:12]([OH:14])=[O:13])=[O:22])[C:25]1[CH:17]=[CH:16][CH:15]=[CH:11][CH:10]=1, predict the reactants needed to synthesize it. (9) Given the product [Cl:22][CH2:21][CH2:20][CH2:19][N:3]1[C:11]2[C:6](=[CH:7][CH:8]=[CH:9][CH:10]=2)[C:5]([CH2:12][CH2:13][C:14]([O:16][CH3:17])=[O:15])=[CH:4]1, predict the reactants needed to synthesize it. The reactants are: [H-].[Na+].[NH:3]1[C:11]2[C:6](=[CH:7][CH:8]=[CH:9][CH:10]=2)[C:5]([CH2:12][CH2:13][C:14]([O:16][CH3:17])=[O:15])=[CH:4]1.Br[CH2:19][CH2:20][CH2:21][Cl:22].